This data is from Full USPTO retrosynthesis dataset with 1.9M reactions from patents (1976-2016). The task is: Predict the reactants needed to synthesize the given product. (1) Given the product [NH2:41]/[C:39](=[N:40]\[O:10][C:9]([C@H:8]([CH2:12][CH2:13][CH2:14][CH:15]1[CH2:16][CH2:17][CH2:18][CH2:19][CH2:20]1)[CH2:7][C:6]([O:5][C:1]([CH3:4])([CH3:2])[CH3:3])=[O:21])=[O:11])/[CH:37]1[CH2:38][N:35]([CH:22]([C:23]2[CH:28]=[CH:27][CH:26]=[CH:25][CH:24]=2)[C:29]2[CH:34]=[CH:33][CH:32]=[CH:31][CH:30]=2)[CH2:36]1, predict the reactants needed to synthesize it. The reactants are: [C:1]([O:5][C:6](=[O:21])[CH2:7][C@@H:8]([CH2:12][CH2:13][CH2:14][CH:15]1[CH2:20][CH2:19][CH2:18][CH2:17][CH2:16]1)[C:9]([OH:11])=[O:10])([CH3:4])([CH3:3])[CH3:2].[CH:22]([N:35]1[CH2:38][CH:37]([C:39](=[N:41]O)[NH2:40])[CH2:36]1)([C:29]1[CH:34]=[CH:33][CH:32]=[CH:31][CH:30]=1)[C:23]1[CH:28]=[CH:27][CH:26]=[CH:25][CH:24]=1. (2) Given the product [Cl:52][C:53]1[CH:54]=[C:55]([N:62]2[CH2:67][CH2:66][N:65]([C:10]([C:9]3[CH:13]=[C:5]([S:2]([CH3:1])(=[O:3])=[O:4])[CH:6]=[CH:7][C:8]=3[N:14]3[CH2:19][CH2:18][O:17][CH2:16][CH2:15]3)=[O:12])[CH2:64][CH2:63]2)[CH:56]=[C:57]([Cl:61])[C:58]=1[O:59][CH3:60], predict the reactants needed to synthesize it. The reactants are: [CH3:1][S:2]([C:5]1[CH:6]=[CH:7][C:8]([N:14]2[CH2:19][CH2:18][O:17][CH2:16][CH2:15]2)=[C:9]([CH:13]=1)[C:10]([OH:12])=O)(=[O:4])=[O:3].CN(C(ON1N=NC2C=CC=CC1=2)=[N+](C)C)C.F[P-](F)(F)(F)(F)F.C(NC(C)C)(C)C.Cl.[Cl:52][C:53]1[CH:54]=[C:55]([N:62]2[CH2:67][CH2:66][NH:65][CH2:64][CH2:63]2)[CH:56]=[C:57]([Cl:61])[C:58]=1[O:59][CH3:60]. (3) Given the product [Br:1][C:2]1[N:28]=[CH:27][C:5]2=[N:6][C:7]([NH:32][CH:29]3[CH2:31][CH2:30]3)=[C:8]([N:10]3[CH2:15][CH2:14][CH:13]([C@@H:16]([C:18]4[CH:23]=[CH:22][C:21]([F:24])=[CH:20][C:19]=4[F:25])[F:17])[CH2:12][CH2:11]3)[N:9]=[C:4]2[CH:3]=1, predict the reactants needed to synthesize it. The reactants are: [Br:1][C:2]1[N:28]=[CH:27][C:5]2=[N:6][C:7](Cl)=[C:8]([N:10]3[CH2:15][CH2:14][CH:13]([C@@H:16]([C:18]4[CH:23]=[CH:22][C:21]([F:24])=[CH:20][C:19]=4[F:25])[F:17])[CH2:12][CH2:11]3)[N:9]=[C:4]2[CH:3]=1.[CH:29]1([NH2:32])[CH2:31][CH2:30]1.CCN(C(C)C)C(C)C. (4) Given the product [NH2:1][C:2]1[N:7]=[CH:6][N:5]=[C:4]2[N:8]([CH:12]3[CH2:16][CH2:15][N:14]([C:17]([O:19][C:20]([CH3:23])([CH3:22])[CH3:21])=[O:18])[CH2:13]3)[N:9]=[C:10]([C:32]3[CH:33]=[CH:34][C:35]([NH:38][C:39]4[O:40][C:41]5[C:47]([CH3:48])=[CH:46][C:45]([CH3:49])=[CH:44][C:42]=5[N:43]=4)=[CH:36][CH:37]=3)[C:3]=12, predict the reactants needed to synthesize it. The reactants are: [NH2:1][C:2]1[N:7]=[CH:6][N:5]=[C:4]2[N:8]([CH:12]3[CH2:16][CH2:15][N:14]([C:17]([O:19][C:20]([CH3:23])([CH3:22])[CH3:21])=[O:18])[CH2:13]3)[N:9]=[C:10](I)[C:3]=12.CC1(C)C(C)(C)OB([C:32]2[CH:37]=[CH:36][C:35]([NH:38][C:39]3[O:40][C:41]4[C:47]([CH3:48])=[CH:46][C:45]([CH3:49])=[CH:44][C:42]=4[N:43]=3)=[CH:34][CH:33]=2)O1.C(=O)([O-])[O-].[Na+].[Na+]. (5) Given the product [NH2:21][C:19]1[N:20]=[C:4]([NH2:5])[C:3]2[C:2](=[CH:9][CH:8]=[C:7]([CH2:10][C:11]3[CH:12]=[CH:13][CH:14]=[CH:15][CH:16]=3)[CH:6]=2)[N:1]=1, predict the reactants needed to synthesize it. The reactants are: [NH2:1][C:2]1[CH:9]=[CH:8][C:7]([CH2:10][C:11]2[CH:16]=[CH:15][CH:14]=[CH:13][CH:12]=2)=[CH:6][C:3]=1[C:4]#[N:5].Cl.Cl[C:19]([NH2:21])=[NH:20].Cl.